From a dataset of Full USPTO retrosynthesis dataset with 1.9M reactions from patents (1976-2016). Predict the reactants needed to synthesize the given product. (1) The reactants are: [Cl:1][C:2]1[CH:3]=[C:4]([N+:12]([O-])=O)[C:5]2[O:10][CH2:9][CH2:8][O:7][C:6]=2[CH:11]=1.C([O-])(O)=O.[Na+]. Given the product [Cl:1][C:2]1[CH:3]=[C:4]([NH2:12])[C:5]2[O:10][CH2:9][CH2:8][O:7][C:6]=2[CH:11]=1, predict the reactants needed to synthesize it. (2) Given the product [NH2:1][C:2]1[N:3]=[C:4]([CH2:10][OH:11])[CH:5]=[CH:6][C:7]=1[C:8]#[CH:14], predict the reactants needed to synthesize it. The reactants are: [NH2:1][C:2]1[C:7]([CH:8]=O)=[CH:6][CH:5]=[C:4]([CH2:10][OH:11])[N:3]=1.[N+](=[C:14](P(=O)(OC)OC)C(=O)C)=[N-].C(=O)([O-])[O-].[K+].[K+].[Cl-].[NH4+].[Cl-].[Na+]. (3) Given the product [CH3:26][N:23]1[CH2:24][CH2:25][N:20]([C:18]([C:15]2[CH:16]=[CH:17][C:12]([NH:11][C:9]([NH:8][C:5]3[CH:6]=[CH:7][C:2]([B:27]4[O:31][C:30]([CH3:33])([CH3:32])[C:29]([CH3:35])([CH3:34])[O:28]4)=[CH:3][CH:4]=3)=[O:10])=[CH:13][CH:14]=2)=[O:19])[CH2:21][CH2:22]1, predict the reactants needed to synthesize it. The reactants are: Br[C:2]1[CH:7]=[CH:6][C:5]([NH:8][C:9]([NH:11][C:12]2[CH:17]=[CH:16][C:15]([C:18]([N:20]3[CH2:25][CH2:24][N:23]([CH3:26])[CH2:22][CH2:21]3)=[O:19])=[CH:14][CH:13]=2)=[O:10])=[CH:4][CH:3]=1.[B:27]1([B:27]2[O:31][C:30]([CH3:33])([CH3:32])[C:29]([CH3:35])([CH3:34])[O:28]2)[O:31][C:30]([CH3:33])([CH3:32])[C:29]([CH3:35])([CH3:34])[O:28]1.CC([O-])=O.[K+].C(Cl)Cl. (4) Given the product [NH:9]1[C:8]2[CH:10]=[CH:11][CH:12]=[CH:13][C:7]=2[N:6]=[C:5]1[CH:4]([NH:3][C:2]([NH:23][C@H:24]1[CH2:29][CH2:28][C@H:27]([OH:30])[CH2:26][CH2:25]1)=[O:1])[CH2:14][C:15]1[CH:22]=[CH:21][C:18]([C:19]#[N:20])=[CH:17][CH:16]=1, predict the reactants needed to synthesize it. The reactants are: [O:1]=[C:2]1[N:6]2[C:7]3[CH:13]=[CH:12][CH:11]=[CH:10][C:8]=3[N:9]=[C:5]2[CH:4]([CH2:14][C:15]2[CH:22]=[CH:21][C:18]([C:19]#[N:20])=[CH:17][CH:16]=2)[NH:3]1.[NH2:23][C@H:24]1[CH2:29][CH2:28][C@H:27]([OH:30])[CH2:26][CH2:25]1.C(O)(C(F)(F)F)=O. (5) Given the product [NH2:11][CH:12]([CH:19]1[CH2:20][CH2:21][N:22]([C:28]2[C:29]([F:33])=[CH:30][N:31]=[C:26]([NH:43][C:44]3[CH:45]=[C:46]4[C:51](=[CH:52][CH:53]=3)[NH:50][C:49](=[O:54])[CH2:48][CH2:47]4)[N:27]=2)[CH2:23][CH2:24]1)[CH2:13][C:14]([O:16][CH2:17][CH3:18])=[O:15], predict the reactants needed to synthesize it. The reactants are: C(OC([NH:11][CH:12]([CH:19]1[CH2:24][CH2:23][NH:22][CH2:21][CH2:20]1)[CH2:13][C:14]([O:16][CH2:17][CH3:18])=[O:15])=O)C1C=CC=CC=1.Cl[C:26]1[N:31]=[C:30](Cl)[C:29]([F:33])=[CH:28][N:27]=1.CCN(C(C)C)C(C)C.[NH2:43][C:44]1[CH:45]=[C:46]2[C:51](=[CH:52][CH:53]=1)[NH:50][C:49](=[O:54])[CH2:48][CH2:47]2. (6) Given the product [Br:1][C:2]1[CH:3]=[C:4]([C:5]([N:13]2[CH2:18][CH2:17][CH2:16][CH2:15][CH2:14]2)=[O:7])[CH:8]=[C:9]([F:12])[C:10]=1[F:11], predict the reactants needed to synthesize it. The reactants are: [Br:1][C:2]1[CH:3]=[C:4]([CH:8]=[C:9]([F:12])[C:10]=1[F:11])[C:5]([OH:7])=O.[NH:13]1[CH2:18][CH2:17][CH2:16][CH2:15][CH2:14]1.CN(C(ON1N=NC2C=CC=NC1=2)=[N+](C)C)C.F[P-](F)(F)(F)(F)F.CCN(C(C)C)C(C)C.C([O-])(O)=O.[Na+].